This data is from Full USPTO retrosynthesis dataset with 1.9M reactions from patents (1976-2016). The task is: Predict the reactants needed to synthesize the given product. (1) Given the product [Br:1][C:2]1[CH:3]=[C:4]2[N:10]([CH2:14][CH:15]3[CH2:20][CH2:19][O:18][CH2:17][CH2:16]3)[CH:9]=[C:8]([CH:11]=[O:12])[C:5]2=[N:6][CH:7]=1, predict the reactants needed to synthesize it. The reactants are: [Br:1][C:2]1[CH:3]=[C:4]2[NH:10][CH:9]=[C:8]([CH:11]=[O:12])[C:5]2=[N:6][CH:7]=1.Br[CH2:14][CH:15]1[CH2:20][CH2:19][O:18][CH2:17][CH2:16]1. (2) Given the product [CH3:24][C:14]1[CH:19]=[CH:18][C:17]([CH3:12])=[C:16]2[C:15]=1[CH:26]=[C:25]([CH2:31][C:5]1[CH2:4][C:3]3[C:7]([CH:6]=1)=[C:8]([CH3:11])[CH:9]=[CH:10][C:2]=3[CH3:1])[CH2:30]2, predict the reactants needed to synthesize it. The reactants are: [CH3:1][C:2]1[CH:10]=[CH:9][C:8]([CH3:11])=[C:7]2[C:3]=1[CH:4]=[CH:5][CH2:6]2.[CH2:12]=O.[C:14]1([CH3:24])[CH:19]=[CH:18][C:17](S(O)(=O)=O)=[CH:16][CH:15]=1.[C:25]1([CH3:31])[CH:30]=CC=C[CH:26]=1. (3) Given the product [F:14][C:11]([F:12])([F:13])[C:10]1[C:5]([C:4]([NH:3][Cl:2])=[O:15])=[CH:6][N:7]=[CH:8][CH:9]=1, predict the reactants needed to synthesize it. The reactants are: Cl.[Cl:2][NH:3][C:4](=[O:15])[C:5]1[C:10]([C:11]([F:14])([F:13])[F:12])=[CH:9][CH:8]=[N:7][CH:6]=1. (4) Given the product [N:11]1([C:2]2[CH:3]=[C:4]3[C:8](=[CH:9][CH:10]=2)[NH:7][CH:6]=[CH:5]3)[CH:15]=[N:14][CH:13]=[N:12]1, predict the reactants needed to synthesize it. The reactants are: I[C:2]1[CH:3]=[C:4]2[C:8](=[CH:9][CH:10]=1)[NH:7][CH:6]=[CH:5]2.[NH:11]1[CH:15]=[N:14][CH:13]=[N:12]1.C([O-])([O-])=O.[K+].[K+].N1CCC[C@H]1C(O)=O.CNCCNC. (5) Given the product [Cl:12][C:13]1[N:18]=[C:17]([Cl:19])[N:16]=[C:15]2[N:20]([CH:24]3[CH2:25][CH2:26][CH2:27][CH2:28][O:23]3)[N:21]=[CH:22][C:14]=12, predict the reactants needed to synthesize it. The reactants are: C1(C)C=CC(S(O)(=O)=O)=CC=1.[Cl:12][C:13]1[N:18]=[C:17]([Cl:19])[N:16]=[C:15]2[NH:20][N:21]=[CH:22][C:14]=12.[O:23]1[CH:28]=[CH:27][CH2:26][CH2:25][CH2:24]1.